This data is from Full USPTO retrosynthesis dataset with 1.9M reactions from patents (1976-2016). The task is: Predict the reactants needed to synthesize the given product. Given the product [CH3:7][O:8][C:9]1[CH:10]=[C:11]([CH:36]=[CH:37][CH:38]=1)[CH2:12][N:13]([CH:33]([CH3:35])[CH3:34])[C:14]([C:16]1[C:17]([C:26]2[CH:31]=[CH:30][CH:29]=[CH:28][C:27]=2[F:32])=[N:18][C:19]([N:1]2[CH2:6][CH2:5][CH2:4][CH2:3][CH2:2]2)=[N:20][CH:21]=1)=[O:15], predict the reactants needed to synthesize it. The reactants are: [NH:1]1[CH2:6][CH2:5][CH2:4][CH2:3][CH2:2]1.[CH3:7][O:8][C:9]1[CH:10]=[C:11]([CH:36]=[CH:37][CH:38]=1)[CH2:12][N:13]([CH:33]([CH3:35])[CH3:34])[C:14]([C:16]1[C:17]([C:26]2[CH:31]=[CH:30][CH:29]=[CH:28][C:27]=2[F:32])=[N:18][C:19](S(C)(=O)=O)=[N:20][CH:21]=1)=[O:15].